The task is: Predict the product of the given reaction.. This data is from Forward reaction prediction with 1.9M reactions from USPTO patents (1976-2016). (1) Given the reactants Cl[C:2]1[C:3]([NH2:9])=[N:4][CH:5]=[N:6][C:7]=1Cl.[NH2:10][CH2:11][CH2:12][CH2:13][NH:14][C:15](=[O:21])OC(C)(C)C.[O:22]([C:29]1[CH:34]=[CH:33][C:32](B(O)O)=[CH:31][CH:30]=1)[C:23]1[CH:28]=[CH:27][CH:26]=[CH:25][CH:24]=1.[C:38](Cl)(=O)[CH:39]=C, predict the reaction product. The product is: [NH2:9][C:3]1[N:4]=[CH:5][N:6]=[C:7]([NH:10][CH2:11][CH2:12][CH2:13][NH:14][C:15](=[O:21])[CH:38]=[CH2:39])[C:2]=1[C:26]1[CH:27]=[CH:28][C:23]([O:22][C:29]2[CH:34]=[CH:33][CH:32]=[CH:31][CH:30]=2)=[CH:24][CH:25]=1. (2) The product is: [CH2:25]([N:8]1[C:7]2[CH:11]=[CH:12][C:13]([N+:15]([O-:17])=[O:16])=[CH:14][C:6]=2[O:5][CH:4]([CH:1]([CH3:3])[CH3:2])[C:9]1=[O:10])[CH3:26]. Given the reactants [CH:1]([CH:4]1[C:9](=[O:10])[NH:8][C:7]2[CH:11]=[CH:12][C:13]([N+:15]([O-:17])=[O:16])=[CH:14][C:6]=2[O:5]1)([CH3:3])[CH3:2].C(=O)([O-])[O-].[K+].[K+].I[CH2:25][CH3:26].O, predict the reaction product. (3) Given the reactants [C:1]1([NH:7][NH2:8])[CH:6]=[CH:5][CH:4]=[CH:3][CH:2]=1.NN, predict the reaction product. The product is: [CH3:4][C:3]1[CH:2]=[C:1]([NH2:7])[N:7]([C:1]2[CH:6]=[CH:5][CH:4]=[CH:3][CH:2]=2)[N:8]=1. (4) Given the reactants [CH2:1]([NH:3][C:4]([NH:6][C:7]1[CH:12]=[CH:11][C:10]([C:13]2[N:14]=[C:15]([N:24]3[CH2:29][CH2:28][O:27][CH2:26][CH:25]3[CH3:30])[C:16]3[CH2:17][CH2:18][NH:19][CH2:20][CH2:21][C:22]=3[N:23]=2)=[CH:9][CH:8]=1)=[O:5])[CH3:2].[CH2:31]1[CH2:35][O:34][CH2:33][CH2:32]1, predict the reaction product. The product is: [CH2:1]([NH:3][C:4]([NH:6][C:7]1[CH:12]=[CH:11][C:10]([C:13]2[N:14]=[C:15]([N:24]3[CH2:29][CH2:28][O:27][CH2:26][C@@H:25]3[CH3:30])[C:16]3[CH2:17][CH2:18][N:19]([CH2:35][CH2:31][CH2:32][CH2:33][OH:34])[CH2:20][CH2:21][C:22]=3[N:23]=2)=[CH:9][CH:8]=1)=[O:5])[CH3:2]. (5) Given the reactants I[C:2]1[S:6][C:5]([C:7]([O:9][CH3:10])=[O:8])=[C:4]([N:11]([C:15]([C@H:17]2[CH2:22][CH2:21][C@H:20]([CH3:23])[CH2:19][CH2:18]2)=[O:16])[CH:12]([CH3:14])[CH3:13])[CH:3]=1.[C:24](=[O:27])([O-])[O-].[Na+].[Na+].[CH3:30][N:31]([CH:33]=O)C, predict the reaction product. The product is: [NH2:11][C:4]1[CH:3]=[CH:2][C:30]2[N:31]=[C:33]([C:22]3[CH:17]=[CH:18][C:19]([C:2]4[S:6][C:5]([C:7]([O:9][CH3:10])=[O:8])=[C:4]([N:11]([C:15]([C@H:17]5[CH2:22][CH2:21][C@H:20]([CH3:23])[CH2:19][CH2:18]5)=[O:16])[CH:12]([CH3:14])[CH3:13])[CH:3]=4)=[CH:20][CH:21]=3)[O:27][C:24]=2[CH:5]=1. (6) Given the reactants [NH2:1][C:2]1[CH:7]=[C:6]([F:8])[C:5]([N+:9]([O-:11])=[O:10])=[CH:4][C:3]=1[C:12]#[C:13][C:14]([CH3:26])([CH3:25])[C:15]([O:17][CH2:18][C:19]1[CH:24]=[CH:23][CH:22]=[CH:21][CH:20]=1)=[O:16], predict the reaction product. The product is: [F:8][C:6]1[CH:7]=[C:2]2[C:3]([CH:12]=[C:13]([C:14]([CH3:26])([CH3:25])[C:15]([O:17][CH2:18][C:19]3[CH:20]=[CH:21][CH:22]=[CH:23][CH:24]=3)=[O:16])[NH:1]2)=[CH:4][C:5]=1[N+:9]([O-:11])=[O:10]. (7) Given the reactants C(OC(=O)[NH:7][C:8]1[S:9][CH:10]=[C:11]([C:13]2[N:18]=[CH:17][CH:16]=[CH:15][N:14]=2)[CH:12]=1)(C)(C)C.[ClH:20].O1CCOCC1, predict the reaction product. The product is: [ClH:20].[N:14]1[CH:15]=[CH:16][CH:17]=[N:18][C:13]=1[C:11]1[CH:12]=[C:8]([NH2:7])[S:9][CH:10]=1.